This data is from Reaction yield outcomes from USPTO patents with 853,638 reactions. The task is: Predict the reaction yield, written as a fraction of the theoretical maximum amount of product (1.0 means a 100% yield; for example, 0.34 means a 34% yield). (1) The reactants are Cl[C:2]1[N:7]=[C:6]([O:8][CH3:9])[N:5]=[C:4]([NH:10][CH2:11][CH2:12][C:13]2[CH:18]=[CH:17][C:16]([C:19]([F:22])([F:21])[F:20])=[CH:15][C:14]=2[F:23])[CH:3]=1.[C:24]([CH2:27][C:28]1[C:36]2[C:31](=[CH:32][CH:33]=[C:34](B(O)O)[CH:35]=2)[NH:30][CH:29]=1)([OH:26])=[O:25].C([O-])([O-])=O.[Cs+].[Cs+]. The catalyst is C1(C)C=CC=CC=1.CCO.O. The product is [F:23][C:14]1[CH:15]=[C:16]([C:19]([F:22])([F:21])[F:20])[CH:17]=[CH:18][C:13]=1[CH2:12][CH2:11][NH:10][C:4]1[N:5]=[C:6]([O:8][CH3:9])[N:7]=[C:2]([C:34]2[CH:35]=[C:36]3[C:31](=[CH:32][CH:33]=2)[NH:30][CH:29]=[C:28]3[CH2:27][C:24]([OH:26])=[O:25])[CH:3]=1. The yield is 0.170. (2) The reactants are [C:1]1([N:7]2[C:11]3[CH:12]=[CH:13][CH:14]=[CH:15][C:10]=3[N:9]=[C:8]2[C:16]2[CH:21]=[CH:20][C:19](B3OC(C)(C)C(C)(C)O3)=[CH:18][N:17]=2)[CH:6]=[CH:5][CH:4]=[CH:3][CH:2]=1.[Br:31][C:32]1[CH:37]=[CH:36][C:35](I)=[CH:34][N:33]=1.C(=O)([O-])[O-].[K+].[K+]. The catalyst is O1CCOCC1.O.C1C=CC([P]([Pd]([P](C2C=CC=CC=2)(C2C=CC=CC=2)C2C=CC=CC=2)([P](C2C=CC=CC=2)(C2C=CC=CC=2)C2C=CC=CC=2)[P](C2C=CC=CC=2)(C2C=CC=CC=2)C2C=CC=CC=2)(C2C=CC=CC=2)C2C=CC=CC=2)=CC=1. The product is [Br:31][C:32]1[N:33]=[CH:34][C:35]([C:19]2[CH:18]=[N:17][C:16]([C:8]3[N:7]([C:1]4[CH:6]=[CH:5][CH:4]=[CH:3][CH:2]=4)[C:11]4[CH:12]=[CH:13][CH:14]=[CH:15][C:10]=4[N:9]=3)=[CH:21][CH:20]=2)=[CH:36][CH:37]=1. The yield is 0.610.